From a dataset of Full USPTO retrosynthesis dataset with 1.9M reactions from patents (1976-2016). Predict the reactants needed to synthesize the given product. (1) Given the product [O:32]=[C:23]1[C:22](=[O:33])[C:31]2[C:26](=[CH:27][CH:28]=[CH:29][CH:30]=2)[C:25]([N:1]2[CH2:2][CH2:3][C:4]3([O:11][C:10]4[C:12]5[C:17]([C:18](=[O:21])[C:19](=[O:20])[C:9]=4[S:8][CH2:7]3)=[CH:16][CH:15]=[CH:14][CH:13]=5)[CH2:5][CH2:6]2)=[CH:24]1, predict the reactants needed to synthesize it. The reactants are: [NH:1]1[CH2:6][CH2:5][C:4]2([O:11][C:10]3[C:12]4[C:17]([C:18](=[O:21])[C:19](=[O:20])[C:9]=3[S:8][CH2:7]2)=[CH:16][CH:15]=[CH:14][CH:13]=4)[CH2:3][CH2:2]1.[C:22]1(=[O:33])[C:31]2[C:26](=[CH:27][CH:28]=[CH:29][CH:30]=2)[CH:25]=[CH:24][C:23]1=[O:32].C(N(CC)CC)C. (2) Given the product [C:18]1([C:30]2[C:31](=[O:32])[NH:33][C:3](=[O:17])[C:4]=2[C:6]2[C:14]3[C:9](=[CH:10][C:11]([C:15]#[N:16])=[CH:12][CH:13]=3)[NH:8][CH:7]=2)[C:28]2=[C:29]3[C:24](=[CH:25][CH:26]=[CH:27]2)[CH2:23][CH2:22][CH2:21][N:20]3[CH:19]=1, predict the reactants needed to synthesize it. The reactants are: CO[C:3](=[O:17])[C:4]([C:6]1[C:14]2[C:9](=[CH:10][C:11]([C:15]#[N:16])=[CH:12][CH:13]=2)[NH:8][CH:7]=1)=O.[C:18]1([CH2:30][C:31]([NH2:33])=[O:32])[C:28]2=[C:29]3[C:24](=[CH:25][CH:26]=[CH:27]2)[CH2:23][CH2:22][CH2:21][N:20]3[CH:19]=1. (3) Given the product [F:22][C:23]1[CH:24]=[CH:25][C:26]([C:27]([N:7]2[CH2:6][CH:5]3[CH2:1][N:2]([C:9]4[N:14]=[C:13]([C:15]([F:18])([F:17])[F:16])[N:12]=[C:11]([N:19]([CH3:21])[CH3:20])[CH:10]=4)[CH2:3][CH:4]3[CH2:8]2)=[O:28])=[C:30]([N:32]2[N:36]=[CH:35][CH:34]=[N:33]2)[CH:31]=1, predict the reactants needed to synthesize it. The reactants are: [CH2:1]1[CH:5]2[CH2:6][NH:7][CH2:8][CH:4]2[CH2:3][N:2]1[C:9]1[N:14]=[C:13]([C:15]([F:18])([F:17])[F:16])[N:12]=[C:11]([N:19]([CH3:21])[CH3:20])[CH:10]=1.[F:22][C:23]1[CH:31]=[C:30]([N:32]2[N:36]=[CH:35][CH:34]=[N:33]2)[C:26]([C:27](O)=[O:28])=[CH:25][CH:24]=1.CN(C(ON1N=NC2C=CC=NC1=2)=[N+](C)C)C.F[P-](F)(F)(F)(F)F.CCN(C(C)C)C(C)C. (4) Given the product [CH3:1][O:2][C:3]1[CH:8]=[CH:7][C:6]([CH:9]([C:17]2[CH:22]=[CH:21][C:20]([O:23][CH3:24])=[CH:19][CH:18]=2)[CH2:10][C:11]2([NH2:25])[CH2:15][CH2:14][CH2:13][CH2:12]2)=[CH:5][CH:4]=1, predict the reactants needed to synthesize it. The reactants are: [CH3:1][O:2][C:3]1[CH:8]=[CH:7][C:6]([CH:9]([C:17]2[CH:22]=[CH:21][C:20]([O:23][CH3:24])=[CH:19][CH:18]=2)[CH2:10][C:11]2(O)[CH2:15][CH2:14][CH2:13][CH2:12]2)=[CH:5][CH:4]=1.[N:25]([Si](C)(C)C)=[N+]=[N-].B(F)(F)F.CCOCC. (5) Given the product [CH2:1]([O:4][CH:5]([CH2:17][CH2:18][CH2:19][CH2:20][CH3:21])/[CH:6]=[CH:7]/[B:8]([OH:12])[OH:9])[CH:2]=[CH2:3], predict the reactants needed to synthesize it. The reactants are: [CH2:1]([O:4][CH:5]([CH2:17][CH2:18][CH2:19][CH2:20][CH3:21])/[CH:6]=[CH:7]/[B:8]1[O:12]C(C)(C)C(C)(C)[O:9]1)[CH:2]=[CH2:3]. (6) Given the product [Br:1][C:2]1[CH:3]=[C:4]([N+:11]([O-:13])=[O:12])[CH:5]=[C:6]2[C:10]=1[N:9]([CH2:24][C:23]1[CH:26]=[CH:27][CH:28]=[C:21]([F:20])[CH:22]=1)[CH:8]=[CH:7]2, predict the reactants needed to synthesize it. The reactants are: [Br:1][C:2]1[CH:3]=[C:4]([N+:11]([O-:13])=[O:12])[CH:5]=[C:6]2[C:10]=1[NH:9][CH:8]=[CH:7]2.CC(C)([O-])C.[K+].[F:20][C:21]1[CH:22]=[C:23]([CH:26]=[CH:27][CH:28]=1)[CH2:24]Br.O. (7) Given the product [Br:1][C:2]1[C:6]2[CH:7]=[C:8]([O:11][CH3:12])[CH:9]=[CH:10][C:5]=2[O:4][C:3]=1[CH:13]([NH:21][C:22]1[CH:31]=[CH:30][C:25]([C:26]([OH:28])=[O:27])=[CH:24][CH:23]=1)[CH:14]1[CH2:19][CH2:18][CH2:17][CH2:16][CH2:15]1, predict the reactants needed to synthesize it. The reactants are: [Br:1][C:2]1[C:6]2[CH:7]=[C:8]([O:11][CH3:12])[CH:9]=[CH:10][C:5]=2[O:4][C:3]=1[CH:13](Cl)[CH:14]1[CH2:19][CH2:18][CH2:17][CH2:16][CH2:15]1.[NH2:21][C:22]1[CH:31]=[CH:30][C:25]([C:26]([O:28]C)=[O:27])=[CH:24][CH:23]=1.[I-].[Na+].C(=O)([O-])[O-].[Na+].[Na+].Cl.[OH-].[Na+]. (8) Given the product [F:1][C:2]1[CH:7]=[N:6][C:5]([N:8]2[CH2:13][CH2:12][CH:11]([C@H:14]([O:16][C:17]3[CH:18]=[N:19][C:20]([C:23]4[CH:24]=[CH:25][C:26]([S:29]([CH3:32])(=[O:31])=[O:30])=[CH:27][CH:28]=4)=[CH:21][CH:22]=3)[CH3:15])[CH2:10][CH2:9]2)=[N:4][CH:3]=1, predict the reactants needed to synthesize it. The reactants are: [F:1][C:2]1[CH:3]=[N:4][C:5]([N:8]2[CH2:13][CH2:12][CH:11]([CH:14]([O:16][C:17]3[CH:18]=[N:19][C:20]([C:23]4[CH:28]=[CH:27][C:26]([S:29]([CH3:32])(=[O:31])=[O:30])=[CH:25][CH:24]=4)=[CH:21][CH:22]=3)[CH3:15])[CH2:10][CH2:9]2)=[N:6][CH:7]=1.C(=O)=O. (9) Given the product [CH:21]1([CH2:24][N:11]2[CH2:12][CH2:13][C:9]([C:3]3[CH:4]=[CH:5][CH:6]=[C:7]([F:8])[C:2]=3[F:1])([OH:14])[CH2:10]2)[CH2:23][CH2:22]1, predict the reactants needed to synthesize it. The reactants are: [F:1][C:2]1[C:7]([F:8])=[CH:6][CH:5]=[CH:4][C:3]=1[C:9]1([OH:14])[CH2:13][CH2:12][NH:11][CH2:10]1.C(=O)([O-])[O-].[K+].[K+].[CH:21]1([CH2:24]Br)[CH2:23][CH2:22]1.